The task is: Regression. Given two drug SMILES strings and cell line genomic features, predict the synergy score measuring deviation from expected non-interaction effect.. This data is from NCI-60 drug combinations with 297,098 pairs across 59 cell lines. Drug 1: CC=C1C(=O)NC(C(=O)OC2CC(=O)NC(C(=O)NC(CSSCCC=C2)C(=O)N1)C(C)C)C(C)C. Drug 2: C1C(C(OC1N2C=NC(=NC2=O)N)CO)O. Cell line: NCI-H460. Synergy scores: CSS=64.4, Synergy_ZIP=1.30, Synergy_Bliss=3.56, Synergy_Loewe=-22.2, Synergy_HSA=4.20.